From a dataset of Full USPTO retrosynthesis dataset with 1.9M reactions from patents (1976-2016). Predict the reactants needed to synthesize the given product. (1) Given the product [CH3:26][C:27]([OH:30])([CH3:29])[CH2:28][N:23]1[CH2:24][CH2:25][CH:20]([CH2:19][O:18][C:15]2[CH:14]=[CH:13][C:12]([C:9]3[CH:10]=[CH:11][C:6]([S:3]([CH3:2])(=[O:4])=[O:5])=[CH:7][CH:8]=3)=[CH:17][N:16]=2)[CH2:21][CH2:22]1, predict the reactants needed to synthesize it. The reactants are: Cl.[CH3:2][S:3]([C:6]1[CH:11]=[CH:10][C:9]([C:12]2[CH:13]=[CH:14][C:15]([O:18][CH2:19][CH:20]3[CH2:25][CH2:24][NH:23][CH2:22][CH2:21]3)=[N:16][CH:17]=2)=[CH:8][CH:7]=1)(=[O:5])=[O:4].[CH3:26][C:27]1([O:30][CH2:29]1)[CH3:28].C([O-])([O-])=O.[K+].[K+]. (2) Given the product [CH3:34][O:1][C:2]1[C:3](=[O:33])[CH:4]=[C:5]([NH:22][CH2:23][CH2:24][CH2:25][C:26]([O:28][CH2:29][CH2:30][CH2:31][CH3:32])=[O:27])[C:6](=[O:21])[C:7]=1[CH2:8][CH2:9][CH2:10][CH2:11][CH2:12][CH2:13][CH2:14][CH2:15][CH2:16][CH2:17][CH2:18][CH2:19][CH3:20], predict the reactants needed to synthesize it. The reactants are: [OH:1][C:2]1[C:3](=[O:33])[CH:4]=[C:5]([NH:22][CH2:23][CH2:24][CH2:25][C:26]([O:28][CH2:29][CH2:30][CH2:31][CH3:32])=[O:27])[C:6](=[O:21])[C:7]=1[CH2:8][CH2:9][CH2:10][CH2:11][CH2:12][CH2:13][CH2:14][CH2:15][CH2:16][CH2:17][CH2:18][CH2:19][CH3:20].[C:34](=O)([O-])[O-].[K+].[K+].S(OC)(OC)(=O)=O. (3) Given the product [N:13]1([C:2]2[CH:3]=[C:4]3[C:8](=[CH:9][CH:10]=2)[C:7](=[O:11])[CH2:6][CH2:5]3)[CH2:16][CH2:15][CH2:14]1, predict the reactants needed to synthesize it. The reactants are: F[C:2]1[CH:3]=[C:4]2[C:8](=[CH:9][CH:10]=1)[C:7](=[O:11])[CH2:6][CH2:5]2.Cl.[NH:13]1[CH2:16][CH2:15][CH2:14]1.C([O-])([O-])=O.[K+].[K+].